Dataset: Full USPTO retrosynthesis dataset with 1.9M reactions from patents (1976-2016). Task: Predict the reactants needed to synthesize the given product. (1) The reactants are: [F:1][C:2]1[CH:3]=[C:4]([NH2:9])[C:5]([NH2:8])=[CH:6][CH:7]=1.[CH2:10](OC(OCC)OCC)C. Given the product [F:1][C:2]1[CH:7]=[CH:6][C:5]2[N:8]=[CH:10][NH:9][C:4]=2[CH:3]=1, predict the reactants needed to synthesize it. (2) Given the product [C:4]([C:2](=[CH2:3])[C:1]([O:15][CH3:13])=[O:26])#[N:5].[C:14]12([C:13]([O:16][C:8]([CH3:9])([CH3:10])[CH3:11])=[O:15])[CH2:23][CH:20]([CH2:19][CH2:18]1)[CH:21]=[CH:22]2, predict the reactants needed to synthesize it. The reactants are: [CH3:1][C:2](N=N[C:8]([C:11]#N)([CH3:10])[CH3:9])([C:4]#[N:5])[CH3:3].[C:13]([OH:16])(=[O:15])[CH3:14].C[CH2:18][CH2:19][CH2:20][CH2:21][CH3:22].[CH2:23]1C[O:26]CC1. (3) Given the product [C:1]([O:5][C:6]([N:8]1[CH2:12][CH2:11][CH2:10][CH:9]1[CH:13]=[CH:14][C:15]([O:17][CH2:18][CH3:19])=[O:16])=[O:7])([CH3:4])([CH3:3])[CH3:2], predict the reactants needed to synthesize it. The reactants are: [C:1]([O:5][C:6]([N:8]1[CH2:12][CH2:11][CH2:10][C@H:9]1[CH:13]=[CH:14][C:15]([O:17][CH2:18][CH3:19])=[O:16])=[O:7])([CH3:4])([CH3:3])[CH3:2].CCS.[H-].[Na+]. (4) The reactants are: [CH3:1][CH:2]([C:4]1[N:8]([CH2:9][CH2:10][C@@H:11]([OH:19])[CH2:12][C@@H:13]([OH:18])[CH2:14][C:15](O)=[O:16])[C:7]([C:20]2[CH:21]=[CH:22][C:23]([F:26])=[CH:24][CH:25]=2)=[C:6]([C:27]2[CH:28]=[CH:29][CH:30]=[CH:31][CH:32]=2)[C:5]=1[C:33]([NH:35][C:36]1[CH:37]=[CH:38][CH:39]=[CH:40][CH:41]=1)=[O:34])[CH3:3].[Mg+2].[Br-].[Br-].Cl.[NH2:46][OH:47].C(=O)(O)[O-].[Na+]. Given the product [F:26][C:23]1[CH:22]=[CH:21][C:20]([C:7]2[N:8]([CH2:9][CH2:10][C@@H:11]([OH:19])[CH2:12][C@@H:13]([OH:18])[CH2:14][C:15]([NH:46][OH:47])=[O:16])[C:4]([CH:2]([CH3:3])[CH3:1])=[C:5]([C:33](=[O:34])[NH:35][C:36]3[CH:37]=[CH:38][CH:39]=[CH:40][CH:41]=3)[C:6]=2[C:27]2[CH:32]=[CH:31][CH:30]=[CH:29][CH:28]=2)=[CH:25][CH:24]=1, predict the reactants needed to synthesize it. (5) Given the product [CH2:37]([NH:39][C:40]([NH:22][NH:21][C:19]([C:17]1[CH:18]=[C:13]([C:11]([NH:10][CH2:9][C:8]2[CH:35]=[CH:36][C:5]([S:2]([CH3:1])(=[O:3])=[O:4])=[CH:6][CH:7]=2)=[O:12])[C:14](=[O:34])[N:15]([C:24]2[CH:29]=[CH:28][CH:27]=[C:26]([C:30]([F:31])([F:33])[F:32])[CH:25]=2)[C:16]=1[CH3:23])=[O:20])=[O:41])[CH3:38], predict the reactants needed to synthesize it. The reactants are: [CH3:1][S:2]([C:5]1[CH:36]=[CH:35][C:8]([CH2:9][NH:10][C:11]([C:13]2[C:14](=[O:34])[N:15]([C:24]3[CH:29]=[CH:28][CH:27]=[C:26]([C:30]([F:33])([F:32])[F:31])[CH:25]=3)[C:16]([CH3:23])=[C:17]([C:19]([NH:21][NH2:22])=[O:20])[CH:18]=2)=[O:12])=[CH:7][CH:6]=1)(=[O:4])=[O:3].[CH2:37]([N:39]=[C:40]=[O:41])[CH3:38]. (6) Given the product [F:28][C:29]([F:44])([F:43])[C:30]1[CH:31]=[C:32]([C:33]([N:8]2[CH2:13][CH2:12][C@H:11]([N:22]3[CH2:27][CH2:26][S:25][CH2:24][CH2:23]3)[C@H:10]([C:15]3[CH:16]=[CH:17][C:18]([CH3:21])=[CH:19][CH:20]=3)[CH2:9]2)=[O:34])[CH:36]=[C:37]([C:39]([F:42])([F:41])[F:40])[CH:38]=1, predict the reactants needed to synthesize it. The reactants are: C([N:8]1[CH2:13][CH2:12][C:11](=O)[CH:10]([C:15]2[CH:20]=[CH:19][C:18]([CH3:21])=[CH:17][CH:16]=2)[CH2:9]1)C1C=CC=CC=1.[NH:22]1[CH2:27][CH2:26][S:25][CH2:24][CH2:23]1.[F:28][C:29]([F:44])([F:43])[C:30]1[CH:31]=[C:32]([CH:36]=[C:37]([C:39]([F:42])([F:41])[F:40])[CH:38]=1)[C:33](Cl)=[O:34].